From a dataset of Forward reaction prediction with 1.9M reactions from USPTO patents (1976-2016). Predict the product of the given reaction. (1) The product is: [C:9]([O:8][C:7]([NH:6][C@@H:5]([C@@H:1]([CH3:2])[CH2:3][CH3:4])[C:14]([N:15]([C@@H:16]([CH:45]([CH3:46])[CH3:47])[CH2:17][C@H:18]([C:35]1[S:36][CH:37]=[C:38]([C:40]([OH:42])=[O:41])[N:39]=1)[OH:19])[CH3:48])=[O:49])=[O:13])([CH3:10])([CH3:11])[CH3:12]. Given the reactants [C@@H:1]([C@@H:5]([C:14](=[O:49])[N:15]([CH3:48])[C@@H:16]([CH:45]([CH3:47])[CH3:46])[CH2:17][C@H:18]([C:35]1[S:36][CH:37]=[C:38]([C:40]([O:42]CC)=[O:41])[N:39]=1)[O:19]C(=O)[C@H]([C@H](CC)C)NC(=O)OC(C)(C)C)[NH:6][C:7](=[O:13])[O:8][C:9]([CH3:12])([CH3:11])[CH3:10])([CH2:3][CH3:4])[CH3:2].[OH-].[Na+].CO.Cl, predict the reaction product. (2) The product is: [Cl:1][C:2]1[CH:29]=[CH:28][C:5]2[NH:6][C:7](=[O:27])[CH:8]([CH2:19][C:20]3[CH:25]=[CH:24][CH:23]=[CH:22][C:21]=3[CH3:26])[N:9]=[C:10]([C:11]3[CH:16]=[CH:15][C:14]([OH:17])=[CH:13][CH:12]=3)[C:4]=2[CH:3]=1. Given the reactants [Cl:1][C:2]1[CH:29]=[CH:28][C:5]2[NH:6][C:7](=[O:27])[CH:8]([CH2:19][C:20]3[CH:25]=[CH:24][CH:23]=[CH:22][C:21]=3[CH3:26])[N:9]=[C:10]([C:11]3[CH:16]=[CH:15][C:14]([O:17]C)=[CH:13][CH:12]=3)[C:4]=2[CH:3]=1.CCS.[Al](Br)(Br)Br, predict the reaction product. (3) Given the reactants Cl.[CH3:2][N:3]1[C:7](=[O:8])[C:6]([CH3:9])=[C:5]([CH3:10])[NH:4]1.N1C=CC=CC=1.[O:17](S(C(F)(F)F)(=O)=O)[S:18]([C:21]([F:24])([F:23])[F:22])(=O)=[O:19], predict the reaction product. The product is: [F:22][C:21]([F:24])([F:23])[S:18]([O:8][C:7]1[N:3]([CH3:2])[N:4]=[C:5]([CH3:10])[C:6]=1[CH3:9])(=[O:19])=[O:17]. (4) Given the reactants [CH2:1]([N:3]1[C:15]2[CH:14]=[CH:13][C:12]([C:16]3[NH:20][C:19]4[CH:21]=[CH:22][C:23]([C:25]([O:27]C)=[O:26])=[CH:24][C:18]=4[N:17]=3)=[CH:11][C:10]=2[C:9]2[C:4]1=[CH:5][CH:6]=[CH:7][CH:8]=2)[CH3:2].Br[CH2:30][CH2:31][S:32]([CH3:35])(=[O:34])=[O:33], predict the reaction product. The product is: [CH2:1]([N:3]1[C:15]2[CH:14]=[CH:13][C:12]([C:16]3[N:20]([CH2:30][CH2:31][S:32]([CH3:35])(=[O:34])=[O:33])[C:19]4[CH:21]=[CH:22][C:23]([C:25]([OH:27])=[O:26])=[CH:24][C:18]=4[N:17]=3)=[CH:11][C:10]=2[C:9]2[C:4]1=[CH:5][CH:6]=[CH:7][CH:8]=2)[CH3:2]. (5) Given the reactants [NH2:1][C:2]1[C:3]([C:12]([NH:14][C@H:15]([C:23]([O:25][CH3:26])=[O:24])[C@@H:16]([CH3:22])[O:17][CH:18]2[CH2:21][CH2:20][CH2:19]2)=[O:13])=[CH:4][C:5]2[C:10]([CH:11]=1)=[CH:9][CH:8]=[CH:7][CH:6]=2.[N:27]([C:30]1[C:35]([CH3:36])=[CH:34][C:33]([CH3:37])=[CH:32][C:31]=1[CH3:38])=[C:28]=[O:29], predict the reaction product. The product is: [CH:18]1([O:17][C@H:16]([CH3:22])[C@@H:15]([C:23]([O:25][CH3:26])=[O:24])[NH:14][C:12]([C:3]2[C:2]([NH:1][C:28]([NH:27][C:30]3[C:31]([CH3:38])=[CH:32][C:33]([CH3:37])=[CH:34][C:35]=3[CH3:36])=[O:29])=[CH:11][C:10]3[C:5](=[CH:6][CH:7]=[CH:8][CH:9]=3)[CH:4]=2)=[O:13])[CH2:19][CH2:20][CH2:21]1. (6) The product is: [Br:18][CH2:13][C:4]([C:3]1[CH:7]=[CH:8][CH:9]=[CH:10][C:2]=1[CH3:1])=[O:5]. Given the reactants [CH3:1][C:2]1[CH:10]=[CH:9][CH:8]=[CH:7][C:3]=1[C:4](Cl)=[O:5].[N+](=[CH:13][Si](C)(C)C)=[N-].[BrH:18].CCOC(C)=O, predict the reaction product. (7) Given the reactants [NH2:1][CH2:2][C@@H:3]1[C@H:8]([CH3:9])[CH2:7][CH2:6][CH2:5][N:4]1[C:10]([C:12]1[N:13]=[C:14]([CH3:24])[S:15][C:16]=1[C:17]1[CH:22]=[CH:21][C:20]([F:23])=[CH:19][CH:18]=1)=[O:11].[CH2:25]([C:27]1[CH:28]=[N:29][C:30](Cl)=[N:31][CH:32]=1)[CH3:26].CCN(C(C)C)C(C)C, predict the reaction product. The product is: [CH2:25]([C:27]1[CH:28]=[N:29][C:30]([NH:1][CH2:2][C@@H:3]2[C@H:8]([CH3:9])[CH2:7][CH2:6][CH2:5][N:4]2[C:10]([C:12]2[N:13]=[C:14]([CH3:24])[S:15][C:16]=2[C:17]2[CH:18]=[CH:19][C:20]([F:23])=[CH:21][CH:22]=2)=[O:11])=[N:31][CH:32]=1)[CH3:26]. (8) Given the reactants I[C:2]1[C:10]2[C:5](=[CH:6][CH:7]=[CH:8][C:9]=2[N+:11]([O-])=O)[N:4]([CH2:14][C:15]2[CH:16]=[C:17]([CH:22]=[CH:23][CH:24]=2)[C:18]([O:20][CH3:21])=[O:19])[N:3]=1.[NH4+].[Cl-], predict the reaction product. The product is: [NH2:11][C:9]1[CH:8]=[CH:7][CH:6]=[C:5]2[C:10]=1[CH:2]=[N:3][N:4]2[CH2:14][C:15]1[CH:16]=[C:17]([CH:22]=[CH:23][CH:24]=1)[C:18]([O:20][CH3:21])=[O:19]. (9) Given the reactants [Cl:1][C:2]1[N:3]=[CH:4][NH:5][C:6]=1[Cl:7].[OH-].[K+].[Br:10][CH2:11][C:12]1[CH:22]=[CH:21][C:15]([O:16][CH2:17][C:18]([OH:20])=[O:19])=[CH:14][CH:13]=1.Br[CH2:24][CH2:25][C:26]1[C:35]2[C:30](=[CH:31][CH:32]=[CH:33][CH:34]=2)[CH:29]=[CH:28][CH:27]=1.Br, predict the reaction product. The product is: [Br-:10].[C:18]([CH2:17][O:16][C:15]1[CH:21]=[CH:22][C:12]([CH2:11][N:3]2[C:2]([Cl:1])=[C:6]([Cl:7])[N+:5]([CH2:24][CH2:25][C:26]3[C:35]4[C:30](=[CH:31][CH:32]=[CH:33][CH:34]=4)[CH:29]=[CH:28][CH:27]=3)=[CH:4]2)=[CH:13][CH:14]=1)([OH:20])=[O:19]. (10) Given the reactants [F:1][C:2]1[CH:32]=[CH:31][CH:30]=[CH:29][C:3]=1[CH2:4][N:5]1[C:13]2[C:8](=[CH:9][CH:10]=[CH:11][CH:12]=2)[C:7]([C:14]2[N:19]=[C:18]([NH:20][C:21]3[CH:26]=[CH:25][N:24]=[CH:23][CH:22]=3)[C:17]([O:27][CH3:28])=[CH:16][N:15]=2)=[N:6]1.[C:33](=O)([O-])[O-].[Cs+].[Cs+], predict the reaction product. The product is: [F:1][C:2]1[CH:32]=[CH:31][CH:30]=[CH:29][C:3]=1[CH2:4][N:5]1[C:13]2[C:8](=[CH:9][CH:10]=[CH:11][CH:12]=2)[C:7]([C:14]2[N:19]=[C:18]([N:20]([CH3:33])[C:21]3[CH:26]=[CH:25][N:24]=[CH:23][CH:22]=3)[C:17]([O:27][CH3:28])=[CH:16][N:15]=2)=[N:6]1.